Dataset: Full USPTO retrosynthesis dataset with 1.9M reactions from patents (1976-2016). Task: Predict the reactants needed to synthesize the given product. (1) Given the product [N:1]1([CH2:6][CH2:7][N:8]([CH2:10][C:11]2[CH:20]=[CH:19][C:18]([OH:21])=[C:17]3[C:12]=2[CH:13]=[CH:14][CH:15]=[N:16]3)[CH2:10][C:11]2[CH:20]=[CH:19][C:18]([OH:21])=[C:17]3[C:12]=2[CH:13]=[CH:14][CH:15]=[N:16]3)[CH2:5][CH2:4][CH2:3][CH2:2]1, predict the reactants needed to synthesize it. The reactants are: [N:1]1([CH2:6][CH2:7][NH2:8])[CH2:5][CH2:4][CH2:3][CH2:2]1.Cl[CH2:10][C:11]1[CH:20]=[CH:19][C:18]([OH:21])=[C:17]2[C:12]=1[CH:13]=[CH:14][CH:15]=[N:16]2. (2) Given the product [CH2:1]([N:5]1[C:9]([CH2:17][OH:19])=[C:8]([C:10]2[CH:11]=[CH:12][CH:13]=[CH:14][CH:15]=2)[NH:7][CH:6]1[I:16])[CH2:2][CH2:3][CH3:4], predict the reactants needed to synthesize it. The reactants are: [CH2:1]([N:5]1[CH:9]=[C:8]([C:10]2[CH:15]=[CH:14][CH:13]=[CH:12][CH:11]=2)[N:7]=[C:6]1[I:16])[CH2:2][CH2:3][CH3:4].[C:17](O)(=[O:19])C.C([O-])(=O)C.[Na+]. (3) Given the product [NH2:32][C:4]1([C:6]2[CH:7]=[CH:8][C:9]([C:12]3[C:21]([C:22]4[CH:27]=[CH:26][CH:25]=[CH:24][CH:23]=4)=[CH:20][C:19]4[C:18]5=[N:28][N:29]=[C:30]([OH:31])[N:17]5[CH:16]=[CH:15][C:14]=4[N:13]=3)=[CH:10][CH:11]=2)[CH2:5][C:2]([F:1])([F:40])[CH2:3]1, predict the reactants needed to synthesize it. The reactants are: [F:1][C:2]1([F:40])[CH2:5][C:4]([NH:32]C(=O)OC(C)(C)C)([C:6]2[CH:11]=[CH:10][C:9]([C:12]3[C:21]([C:22]4[CH:27]=[CH:26][CH:25]=[CH:24][CH:23]=4)=[CH:20][C:19]4[C:18]5=[N:28][N:29]=[C:30]([OH:31])[N:17]5[CH:16]=[CH:15][C:14]=4[N:13]=3)=[CH:8][CH:7]=2)[CH2:3]1.C(O)(C(F)(F)F)=O. (4) The reactants are: S(Cl)([Cl:3])=O.[F:5][C:6]1[CH:11]=[CH:10][C:9]([C:12]2[N:17]=[CH:16][N:15]=[C:14]([NH:18][C:19]3[CH:24]=[C:23]([CH2:25]O)[CH:22]=[CH:21][N:20]=3)[CH:13]=2)=[C:8]([O:27][CH3:28])[CH:7]=1.C(=O)(O)[O-].[Na+]. Given the product [Cl:3][CH2:25][C:23]1[CH:22]=[CH:21][N:20]=[C:19]([NH:18][C:14]2[CH:13]=[C:12]([C:9]3[CH:10]=[CH:11][C:6]([F:5])=[CH:7][C:8]=3[O:27][CH3:28])[N:17]=[CH:16][N:15]=2)[CH:24]=1, predict the reactants needed to synthesize it. (5) Given the product [S:1]1[CH:5]=[CH:4][C:3]([CH2:6][NH:7][C:12]2[C:11]3[N:15]=[CH:16][N:17]([C:10]=3[N:9]=[CH:8][N:13]=2)[C@@H:18]2[O:22][C@H:21]([CH2:23][OH:24])[C@@H:20]([OH:25])[C@H:19]2[OH:26])=[CH:2]1, predict the reactants needed to synthesize it. The reactants are: [S:1]1[CH:5]=[CH:4][C:3]([CH2:6][NH2:7])=[CH:2]1.[CH:8]1[N:13]=[C:12](Cl)[C:11]2[N:15]=[CH:16][N:17]([C@@H:18]3[O:22][C@H:21]([CH2:23][OH:24])[C@@H:20]([OH:25])[C@H:19]3[OH:26])[C:10]=2[N:9]=1.C(N(CC)CC)C. (6) The reactants are: [C:1]([O:4][CH:5]1[CH2:13][C:12]2[C:7](=[CH:8][CH:9]=[C:10]([N+:14]([O-])=O)[CH:11]=2)[CH2:6]1)(=[O:3])[CH3:2]. Given the product [NH2:14][C:10]1[CH:11]=[C:12]2[C:7](=[CH:8][CH:9]=1)[CH2:6][CH:5]([O:4][C:1](=[O:3])[CH3:2])[CH2:13]2, predict the reactants needed to synthesize it.